This data is from TCR-epitope binding with 47,182 pairs between 192 epitopes and 23,139 TCRs. The task is: Binary Classification. Given a T-cell receptor sequence (or CDR3 region) and an epitope sequence, predict whether binding occurs between them. (1) The epitope is ALLADKFPV. The TCR CDR3 sequence is CASSLPSQGRTEAFF. Result: 0 (the TCR does not bind to the epitope). (2) The epitope is IPSINVHHY. The TCR CDR3 sequence is CASSFFEQPQHF. Result: 0 (the TCR does not bind to the epitope). (3) The epitope is FLRGRAYGL. The TCR CDR3 sequence is CATSDPTLAAYEQYF. Result: 1 (the TCR binds to the epitope). (4) The epitope is AVFDRKSDAK. The TCR CDR3 sequence is CSAGGNTEAFF. Result: 1 (the TCR binds to the epitope). (5) The epitope is WICLLQFAY. The TCR CDR3 sequence is CASSLTGMGTYGYTF. Result: 1 (the TCR binds to the epitope). (6) The epitope is AYILFTRFFYV. The TCR CDR3 sequence is CSASGSGRTYEQYF. Result: 1 (the TCR binds to the epitope). (7) The epitope is PKYVKQNTLKLAT. The TCR CDR3 sequence is CASSLGLAGNTDTQYF. Result: 1 (the TCR binds to the epitope).